From a dataset of Peptide-MHC class II binding affinity with 134,281 pairs from IEDB. Regression. Given a peptide amino acid sequence and an MHC pseudo amino acid sequence, predict their binding affinity value. This is MHC class II binding data. The MHC is DRB3_0101 with pseudo-sequence DRB3_0101. The peptide sequence is YTVALFLAVALVAGP. The binding affinity (normalized) is 0.